This data is from Full USPTO retrosynthesis dataset with 1.9M reactions from patents (1976-2016). The task is: Predict the reactants needed to synthesize the given product. (1) The reactants are: C(Cl)Cl.[CH2:4]([O:10][CH2:11][CH2:12][OH:13])[CH2:5][O:6][CH2:7][CH2:8][OH:9].CCN(CC)CC.[CH3:21][S:22](Cl)(=[O:24])=[O:23]. Given the product [CH3:21][S:22]([O:9][CH2:8][CH2:7][O:6][CH2:5][CH2:4][O:10][CH2:11][CH2:12][OH:13])(=[O:24])=[O:23], predict the reactants needed to synthesize it. (2) The reactants are: [F:1][CH:2]([F:37])[C:3]1[N:7]([C:8]2[CH:13]=[C:12]([N:14]3[CH2:19][CH2:18][O:17][CH2:16][CH2:15]3)[N:11]=[C:10]([NH:20]C[C@H]3CC[C@H](NCCOC)CC3)[CH:9]=2)[C:6]2[CH:33]=[CH:34][CH:35]=[CH:36][C:5]=2[N:4]=1.C(OC1(O[Si](C)(C)C)CC1)C.C([BH-](C#N)C#N)#N.[Na+].C(=O)(O)[O-].[Na+]. Given the product [F:37][CH:2]([F:1])[C:3]1[N:7]([C:8]2[CH:13]=[C:12]([N:14]3[CH2:19][CH2:18][O:17][CH2:16][CH2:15]3)[N:11]=[C:10]([NH2:20])[CH:9]=2)[C:6]2[CH:33]=[CH:34][CH:35]=[CH:36][C:5]=2[N:4]=1, predict the reactants needed to synthesize it. (3) Given the product [N:77]1[CH:78]=[CH:79][CH:80]=[N:81][C:76]=1[N:70]1[CH2:75][CH2:74][N:73]([C:1]([C:4]2[CH:22]=[CH:21][CH:20]=[CH:19][C:5]=2[CH2:6][N:7]2[C:16]3[C:11](=[CH:12][CH:13]=[CH:14][CH:15]=3)[C:10](=[O:17])[NH:9][C:8]2=[O:18])=[O:2])[CH2:72][CH2:71]1, predict the reactants needed to synthesize it. The reactants are: [C:1]([C:4]1[CH:22]=[CH:21][CH:20]=[CH:19][C:5]=1[CH2:6][N:7]1[C:16]2[C:11](=[CH:12][CH:13]=[CH:14][CH:15]=2)[C:10](=[O:17])[NH:9][C:8]1=[O:18])(O)=[O:2].N1C2C(=CC=CC=2)C(=O)NC1=O.BrCC1C=CC=CC=1C(OC)=O.COC(C1C=C(C=CC=1)CN1C2C(=CC=CC=2)C(=O)NC1=O)=O.[N:70]1([C:76]2[N:81]=[CH:80][CH:79]=[CH:78][N:77]=2)[CH2:75][CH2:74][NH:73][CH2:72][CH2:71]1. (4) Given the product [IH:22].[Cl:19][C:16]1[CH:17]=[CH:18][C:13]([C@H:12]2[C@@H:8]([C:5]3[CH:4]=[CH:3][C:2]([Cl:1])=[CH:7][CH:6]=3)[NH:9][C:10]([S:20][CH3:21])=[N:11]2)=[CH:14][CH:15]=1, predict the reactants needed to synthesize it. The reactants are: [Cl:1][C:2]1[CH:7]=[CH:6][C:5]([C@H:8]2[C@@H:12]([C:13]3[CH:18]=[CH:17][C:16]([Cl:19])=[CH:15][CH:14]=3)[NH:11][C:10](=[S:20])[NH:9]2)=[CH:4][CH:3]=1.[CH3:21][I:22]. (5) Given the product [CH:1]1([CH2:4][C:5]2[CH:6]=[C:7]([CH2:8][OH:9])[CH:12]=[CH:13][CH:14]=2)[CH2:2][CH2:3]1, predict the reactants needed to synthesize it. The reactants are: [CH:1]1([CH2:4][C:5]2[CH:6]=[C:7]([CH:12]=[CH:13][CH:14]=2)[C:8](OC)=[O:9])[CH2:3][CH2:2]1.[BH4-].[Li+].